This data is from Full USPTO retrosynthesis dataset with 1.9M reactions from patents (1976-2016). The task is: Predict the reactants needed to synthesize the given product. Given the product [Cl:6][C:7]1[N:8]=[C:9]([CH3:14])[N:10]=[C:11]([OH:2])[CH:12]=1, predict the reactants needed to synthesize it. The reactants are: S(=O)(=O)(O)[OH:2].[Cl:6][C:7]1[CH:12]=[C:11](Cl)[N:10]=[C:9]([CH3:14])[N:8]=1.